From a dataset of Reaction yield outcomes from USPTO patents with 853,638 reactions. Predict the reaction yield, written as a fraction of the theoretical maximum amount of product (1.0 means a 100% yield; for example, 0.34 means a 34% yield). (1) The reactants are [CH2:1]([N:3]1[CH:7]=[C:6]([C:8]2[CH:13]=[CH:12][N:11]=[C:10]3[NH:14][C:15]([C:17]4[CH2:18][CH2:19][N:20](C(OC(C)(C)C)=O)[CH2:21][CH:22]=4)=[CH:16][C:9]=23)[C:5]([C:30]2[CH:35]=[CH:34][C:33]([NH:36][C:37]([NH:39][C:40]3[CH:45]=[CH:44][CH:43]=[CH:42][CH:41]=3)=[O:38])=[CH:32][CH:31]=2)=[N:4]1)[CH3:2].Cl. The catalyst is O1CCOCC1. The product is [CH2:1]([N:3]1[CH:7]=[C:6]([C:8]2[CH:13]=[CH:12][N:11]=[C:10]3[NH:14][C:15]([C:17]4[CH2:18][CH2:19][NH:20][CH2:21][CH:22]=4)=[CH:16][C:9]=23)[C:5]([C:30]2[CH:35]=[CH:34][C:33]([NH:36][C:37]([NH:39][C:40]3[CH:41]=[CH:42][CH:43]=[CH:44][CH:45]=3)=[O:38])=[CH:32][CH:31]=2)=[N:4]1)[CH3:2]. The yield is 0.420. (2) The reactants are O1CCCCC1[O:7][CH2:8][CH2:9][CH2:10][CH2:11][C:12]1[CH:13]=[CH:14][C:15]2[CH2:21][CH:20]([CH2:22][C:23]([O:25][CH2:26][CH3:27])=[O:24])[C:19]3[CH:28]=[CH:29][CH:30]=[CH:31][C:18]=3[CH2:17][C:16]=2[CH:32]=1.O.C1(C)C=CC(S(O)(=O)=O)=CC=1. The catalyst is CCO. The product is [OH:7][CH2:8][CH2:9][CH2:10][CH2:11][C:12]1[CH:13]=[CH:14][C:15]2[CH2:21][CH:20]([CH2:22][C:23]([O:25][CH2:26][CH3:27])=[O:24])[C:19]3[CH:28]=[CH:29][CH:30]=[CH:31][C:18]=3[CH2:17][C:16]=2[CH:32]=1. The yield is 0.930. (3) The reactants are [F:1][C:2]1[CH:7]=[CH:6][CH:5]=[CH:4][C:3]=1[C:8]1[NH:16][C:15]2[CH:14]=[CH:13][N:12]=[CH:11][C:10]=2[CH:9]=1.[OH-:17].[Na+].Cl[CH2:20][C:21]1[O:25][N:24]=[C:23]([C:26]2[CH:31]=[CH:30][C:29]([F:32])=[CH:28][C:27]=2[C:33]([F:36])([F:35])[F:34])[CH:22]=1.CN([CH:40]=[O:41])C. No catalyst specified. The product is [F:34][C:33]([F:36])([F:35])[C:40]([O-:41])=[O:17].[F:1][C:2]1[CH:7]=[CH:6][CH:5]=[CH:4][C:3]=1[C:8]1[NH+:16]=[C:15]2[C:10](=[CH:11][N:12]([CH2:20][C:21]3[O:25][N:24]=[C:23]([C:26]4[CH:31]=[CH:30][C:29]([F:32])=[CH:28][C:27]=4[C:33]([F:36])([F:34])[F:35])[CH:22]=3)[CH:13]=[CH:14]2)[CH:9]=1. The yield is 0.860. (4) The reactants are Br[CH2:2][CH:3]=[CH2:4].[OH:5][C:6]1[CH:15]=[C:14]2[C:9]([C:10]([CH3:17])=[CH:11][C:12](=[O:16])[O:13]2)=[CH:8][CH:7]=1.C(=O)([O-])[O-].[K+].[K+]. The catalyst is CC(C)=O. The product is [CH2:2]([O:5][C:6]1[CH:15]=[C:14]2[C:9]([C:10]([CH3:17])=[CH:11][C:12](=[O:16])[O:13]2)=[CH:8][CH:7]=1)[CH:3]=[CH2:4]. The yield is 0.960. (5) The reactants are Br[C:2]1[CH:3]=[C:4]([C:14]([NH:16][CH2:17][C:18]2[C:19](=[O:28])[NH:20][C:21]([CH3:27])=[CH:22][C:23]=2[NH:24][CH2:25][CH3:26])=[O:15])[C:5]2[CH:6]=[CH:7][N:8]([CH:11]([CH3:13])[CH3:12])[C:9]=2[CH:10]=1.[CH3:29][N:30]1[CH2:35][CH2:34][N:33]([C:36]2[CH:41]=[CH:40][C:39](B3OC(C)(C)C(C)(C)O3)=[CH:38][N:37]=2)[CH2:32][CH2:31]1.C(=O)(O)[O-].[Na+].COCCOC. The catalyst is C1C=CC(P(C2C=CC=CC=2)[C-]2C=CC=C2)=CC=1.C1C=CC(P(C2C=CC=CC=2)[C-]2C=CC=C2)=CC=1.Cl[Pd]Cl.[Fe+2].C(Cl)Cl.O. The product is [CH2:25]([NH:24][C:23]1[CH:22]=[C:21]([CH3:27])[NH:20][C:19](=[O:28])[C:18]=1[CH2:17][NH:16][C:14]([C:4]1[C:5]2[CH:6]=[CH:7][N:8]([CH:11]([CH3:13])[CH3:12])[C:9]=2[CH:10]=[C:2]([C:39]2[CH:38]=[N:37][C:36]([N:33]3[CH2:32][CH2:31][N:30]([CH3:29])[CH2:35][CH2:34]3)=[CH:41][CH:40]=2)[CH:3]=1)=[O:15])[CH3:26]. The yield is 0.562. (6) The reactants are [C@H:1]1([NH2:11])[C:9]2[C:4](=[CH:5][CH:6]=[C:7]([NH2:10])[CH:8]=2)[CH2:3][CH2:2]1.C(N(CC)CC)C.[N:19]([CH2:22][C:23]([O:25][CH2:26][CH3:27])=[O:24])=[C:20]=[O:21]. The catalyst is CN(C=O)C. The product is [NH2:10][C:7]1[CH:8]=[C:9]2[C:4]([CH2:3][CH2:2][C@H:1]2[NH:11][C:20](=[O:21])[NH:19][CH2:22][C:23]([O:25][CH2:26][CH3:27])=[O:24])=[CH:5][CH:6]=1. The yield is 0.210. (7) The reactants are C[O:2][C:3]1[N:11]([CH:12]2[CH2:15][N:14]([C:16]([O:18]C(C)(C)C)=O)[CH2:13]2)[C:6]2=[N:7][CH:8]=[CH:9][CH:10]=[C:5]2[N:4]=1.FC(F)(F)C(O)=O.N1CC(N2C3=NC=CC=C3NC2=O)C1.[NH:44]1[C:48]2[CH:49]=[CH:50][CH:51]=[CH:52][C:47]=2[N:46]=[C:45]1C(O)=O.CN(C(ON1N=NC2C=CC=CC1=2)=[N+](C)C)C.F[P-](F)(F)(F)(F)F.C(N(CC)CC)C. The catalyst is O.CN(C)C=O.ClCCl. The product is [NH:44]1[C:48]2[CH:49]=[CH:50][CH:51]=[CH:52][C:47]=2[N:46]=[C:45]1[C:16]([N:14]1[CH2:13][CH:12]([N:11]2[C:6]3=[N:7][CH:8]=[CH:9][CH:10]=[C:5]3[NH:4][C:3]2=[O:2])[CH2:15]1)=[O:18]. The yield is 0.0801. (8) The reactants are Cl.S1C=CC=C1C(N)=N.Cl[C:11]1[CH:18]=[C:17](F)[CH:16]=[CH:15][C:12]=1[CH:13]=O.C(OC)(=O)CC(C)=O.Cl.[O:29]1[CH:33]=[CH:32][CH:31]=[C:30]1[C:34]([NH2:36])=[NH:35].C(=O)C1C=CC=CC=1.[C:45]([O:51][CH2:52][CH3:53])(=[O:50])[CH2:46][C:47]([CH3:49])=O. No catalyst specified. The product is [O:29]1[CH:33]=[CH:32][CH:31]=[C:30]1[C:34]1[NH:36][C:47]([CH3:49])=[C:46]([C:45]([O:51][CH2:52][CH3:53])=[O:50])[CH:13]([C:12]2[CH:15]=[CH:16][CH:17]=[CH:18][CH:11]=2)[N:35]=1. The yield is 0.320. (9) The reactants are [N+:1]([C:4]1[CH:9]=[CH:8][C:7]([C:10]([CH3:17])([CH3:16])[C:11]([O:13][CH2:14][CH3:15])=[O:12])=[CH:6][CH:5]=1)([O-])=O.C([O-])=O.[K+]. The catalyst is CCO.O.[Pd]. The product is [NH2:1][C:4]1[CH:5]=[CH:6][C:7]([C:10]([CH3:16])([CH3:17])[C:11]([O:13][CH2:14][CH3:15])=[O:12])=[CH:8][CH:9]=1. The yield is 0.850. (10) The reactants are [CH:1](=[O:21])[CH2:2][CH2:3][CH2:4][CH2:5][CH2:6][CH2:7][CH2:8][CH2:9][CH2:10][CH2:11][CH2:12][CH2:13][CH2:14][CH2:15][CH2:16][CH2:17][CH2:18][CH2:19][CH3:20].[CH2:22]([Mg]Br)[CH2:23][CH2:24][CH2:25][CH2:26][CH2:27][CH2:28][CH2:29][CH2:30][CH3:31]. The catalyst is C(OCC)C. The product is [CH3:22][CH2:23][CH2:24][CH2:25][CH2:26][CH2:27][CH2:28][CH2:29][CH2:30][CH2:31][CH:1]([OH:21])[CH2:2][CH2:3][CH2:4][CH2:5][CH2:6][CH2:7][CH2:8][CH2:9][CH2:10][CH2:11][CH2:12][CH2:13][CH2:14][CH2:15][CH2:16][CH2:17][CH2:18][CH2:19][CH3:20]. The yield is 0.390.